This data is from Reaction yield outcomes from USPTO patents with 853,638 reactions. The task is: Predict the reaction yield, written as a fraction of the theoretical maximum amount of product (1.0 means a 100% yield; for example, 0.34 means a 34% yield). (1) The reactants are [O:1]1[CH2:6][CH2:5][CH2:4][CH2:3][C@H:2]1[CH2:7][S:8]C(=O)C.[OH-].[K+].Br[C:15]([CH3:22])([CH3:21])[C:16]([O:18][CH2:19][CH3:20])=[O:17]. The catalyst is C(O)C. The product is [CH3:21][C:15]([S:8][CH2:7][C@@H:2]1[CH2:3][CH2:4][CH2:5][CH2:6][O:1]1)([CH3:22])[C:16]([O:18][CH2:19][CH3:20])=[O:17]. The yield is 0.720. (2) The reactants are [CH:1]([N:4]1[CH2:9][CH2:8][N:7]([C:10]([C:12]2[O:16][C:15]([CH:17]=O)=[CH:14][CH:13]=2)=[O:11])[CH2:6][CH2:5]1)([CH3:3])[CH3:2].[CH3:19][N+:20]([CH3:23])=CCl.[Cl-].[CH:25]([C:27]1OC(C(O)=O)=C[CH:28]=1)=O.Cl.Cl.C(N1CCNCC1)(C)C. The catalyst is C(Cl)Cl. The product is [CH:1]([N:4]1[CH2:5][CH2:6][N:7]([C:10]([C:12]2[O:16][C:15]([CH2:17][N:20]3[CH2:23][CH2:28][CH2:27][CH2:25][CH2:19]3)=[CH:14][CH:13]=2)=[O:11])[CH2:8][CH2:9]1)([CH3:2])[CH3:3]. The yield is 0.870.